From a dataset of Full USPTO retrosynthesis dataset with 1.9M reactions from patents (1976-2016). Predict the reactants needed to synthesize the given product. (1) Given the product [Cl:1][C:2]1[CH:3]=[CH:4][C:5]([C:22]#[N:23])=[C:6]([C:8]2[C:13]([C:14]#[N:15])=[CH:12][N:11]([CH:16]([CH3:20])[C:17]([NH:24][C:25]3[CH:37]=[CH:36][C:28]([C:29]([O:31][C:32]([CH3:33])([CH3:34])[CH3:35])=[O:30])=[CH:27][CH:26]=3)=[O:18])[C:10](=[O:21])[CH:9]=2)[CH:7]=1, predict the reactants needed to synthesize it. The reactants are: [Cl:1][C:2]1[CH:3]=[CH:4][C:5]([C:22]#[N:23])=[C:6]([C:8]2[C:13]([C:14]#[N:15])=[CH:12][N:11]([CH:16]([CH3:20])[C:17](O)=[O:18])[C:10](=[O:21])[CH:9]=2)[CH:7]=1.[NH2:24][C:25]1[CH:37]=[CH:36][C:28]([C:29]([O:31][C:32]([CH3:35])([CH3:34])[CH3:33])=[O:30])=[CH:27][CH:26]=1. (2) The reactants are: CCN(C(C)C)C(C)C.Cl.[NH2:11][C@H:12]([C:16]([N:18]1[CH2:26][C@H:25]([O:27][C:28]2[C:37]3[C:32](=[CH:33][CH:34]=[C:35]([CH:38]=[CH2:39])[CH:36]=3)[CH:31]=[CH:30][N:29]=2)[CH2:24][C@H:19]1[C:20]([O:22][CH3:23])=[O:21])=[O:17])[CH:13]([CH3:15])[CH3:14].C([N:57]=[C:58]=[S:59])(OCC1C2C(=CC=CC=2)C2C1=CC=CC=2)=O.N1CCCCC1. Given the product [NH2:57][C:58]([NH:11][C@H:12]([C:16]([N:18]1[CH2:26][C@H:25]([O:27][C:28]2[C:37]3[C:32](=[CH:33][CH:34]=[C:35]([CH:38]=[CH2:39])[CH:36]=3)[CH:31]=[CH:30][N:29]=2)[CH2:24][C@H:19]1[C:20]([O:22][CH3:23])=[O:21])=[O:17])[CH:13]([CH3:15])[CH3:14])=[S:59], predict the reactants needed to synthesize it. (3) Given the product [CH3:1][O:2][C:3]1[CH:8]=[CH:7][C:6]([C:9]2[C:18]3[C:19](=[O:22])[O:20][CH2:21][C:17]=3[C:16]([O:23][CH3:30])=[C:15]3[C:10]=2[CH:11]=[C:12]([O:26][CH3:27])[C:13]([O:24][CH3:25])=[CH:14]3)=[CH:5][CH:4]=1, predict the reactants needed to synthesize it. The reactants are: [CH3:1][O:2][C:3]1[CH:8]=[CH:7][C:6]([C:9]2[C:18]3[C:19](=[O:22])[O:20][CH2:21][C:17]=3[C:16]([OH:23])=[C:15]3[C:10]=2[CH:11]=[C:12]([O:26][CH3:27])[C:13]([O:24][CH3:25])=[CH:14]3)=[CH:5][CH:4]=1.IC.[C:30](=O)([O-])[O-].[K+].[K+].[Cl-].[NH4+]. (4) Given the product [CH3:21][O:22][CH2:23][CH2:24][O:25][CH2:26][C:27]1[CH:28]=[C:29]([CH:32]=[CH:33][CH:34]=1)[CH2:30][NH:31][C:2]1[C:3]2[CH:4]=[CH:5][C:6]([NH:20][CH2:19][C:17]3[O:18][C:14]([CH3:13])=[CH:15][CH:16]=3)=[N:7][C:8]=2[CH:9]=[CH:10][CH:11]=1, predict the reactants needed to synthesize it. The reactants are: Br[C:2]1[CH:11]=[CH:10][CH:9]=[C:8]2[C:3]=1[CH:4]=[CH:5][C:6](Cl)=[N:7]2.[CH3:13][C:14]1[O:18][C:17]([CH2:19][NH2:20])=[CH:16][CH:15]=1.[CH3:21][O:22][CH2:23][CH2:24][O:25][CH2:26][C:27]1[CH:28]=[C:29]([CH:32]=[CH:33][CH:34]=1)[CH2:30][NH2:31]. (5) Given the product [N+:1]([C:4]1[CH:5]=[CH:6][C:7]([O:8][C:9]2[CH:10]=[CH:11][C:12]([NH2:19])=[C:13]([CH:18]=2)[C:14]([O:16][CH3:17])=[O:15])=[CH:23][CH:24]=1)([O-:3])=[O:2], predict the reactants needed to synthesize it. The reactants are: [N+:1]([C:4]1[CH:24]=[CH:23][C:7]([O:8][C:9]2[CH:10]=[CH:11][C:12]([NH:19]C(=O)C)=[C:13]([CH:18]=2)[C:14]([O:16][CH3:17])=[O:15])=[CH:6][CH:5]=1)([O-:3])=[O:2].Cl.C([O-])(O)=O.[Na+]. (6) Given the product [CH2:1]([O:8][C@H:9]1[CH2:13][N:12]([C:26](=[O:27])[CH2:25][NH:24][C:22](=[O:23])[C:21]2[CH:29]=[CH:30][CH:31]=[C:19]([C:18]([F:17])([F:33])[F:32])[CH:20]=2)[C@H:11]([CH:14]([CH3:16])[CH3:15])[CH2:10]1)[C:2]1[CH:3]=[CH:4][CH:5]=[CH:6][CH:7]=1, predict the reactants needed to synthesize it. The reactants are: [CH2:1]([O:8][C@H:9]1[CH2:13][NH:12][C@H:11]([CH:14]([CH3:16])[CH3:15])[CH2:10]1)[C:2]1[CH:7]=[CH:6][CH:5]=[CH:4][CH:3]=1.[F:17][C:18]([F:33])([F:32])[C:19]1[CH:20]=[C:21]([CH:29]=[CH:30][CH:31]=1)[C:22]([NH:24][CH2:25][C:26](O)=[O:27])=[O:23].C(Cl)CCl.